Dataset: Catalyst prediction with 721,799 reactions and 888 catalyst types from USPTO. Task: Predict which catalyst facilitates the given reaction. (1) Reactant: [C:1]([O:5][C:6]([N:8]1[CH2:13][CH2:12][NH:11][CH2:10][CH2:9]1)=[O:7])([CH3:4])([CH3:3])[CH3:2].C(N(CC)CC)C.[F:21][C:22]1[CH:30]=[CH:29][CH:28]=[CH:27][C:23]=1[C:24](Cl)=[O:25]. Product: [C:1]([O:5][C:6]([N:8]1[CH2:13][CH2:12][N:11]([C:24](=[O:25])[C:23]2[CH:27]=[CH:28][CH:29]=[CH:30][C:22]=2[F:21])[CH2:10][CH2:9]1)=[O:7])([CH3:4])([CH3:2])[CH3:3]. The catalyst class is: 4. (2) Reactant: [F:1][C:2]1[CH:8]=[CH:7][CH:6]=[C:5]([F:9])[C:3]=1[NH2:4].C(=O)([O-])[O-].[K+].[K+].[Br:16][CH2:17][C:18](Br)=[O:19].O. Product: [Br:16][CH2:17][C:18]([NH:4][C:3]1[C:2]([F:1])=[CH:8][CH:7]=[CH:6][C:5]=1[F:9])=[O:19]. The catalyst class is: 4.